The task is: Predict the reaction yield, written as a fraction of the theoretical maximum amount of product (1.0 means a 100% yield; for example, 0.34 means a 34% yield).. This data is from Reaction yield outcomes from USPTO patents with 853,638 reactions. (1) The reactants are Br[C:2]1[CH:7]=[C:6]([CH3:8])[CH:5]=[CH:4][N:3]=1.[Cl-].[Li+].C(=O)([O-])[O-].[Na+].[Na+].[C:17]1(B(O)O)[CH:22]=[CH:21][CH:20]=[CH:19][CH:18]=1. The catalyst is C1(C)C=CC=CC=1.C(O)C.C1C=CC([P]([Pd]([P](C2C=CC=CC=2)(C2C=CC=CC=2)C2C=CC=CC=2)([P](C2C=CC=CC=2)(C2C=CC=CC=2)C2C=CC=CC=2)[P](C2C=CC=CC=2)(C2C=CC=CC=2)C2C=CC=CC=2)(C2C=CC=CC=2)C2C=CC=CC=2)=CC=1. The product is [C:17]1([C:2]2[CH:7]=[C:6]([CH3:8])[CH:5]=[CH:4][N:3]=2)[CH:22]=[CH:21][CH:20]=[CH:19][CH:18]=1. The yield is 0.753. (2) The reactants are [N:1]#[C:2]Br.[NH2:4][C:5]1[CH:6]=[C:7]([CH:12]=[CH:13][C:14]=1[NH2:15])[C:8]([O:10]C)=[O:9].N.Cl. The catalyst is O.C(OCC)(=O)C. The product is [NH2:1][C:2]1[NH:15][C:14]2[CH:13]=[CH:12][C:7]([C:8]([OH:10])=[O:9])=[CH:6][C:5]=2[N:4]=1. The yield is 0.970. (3) The reactants are [CH:1]([C:3]1[CH:4]=[C:5]([CH:15]=[CH:16][CH:17]=1)[O:6][C:7]([CH3:14])([CH3:13])[C:8]([O:10]CC)=[O:9])=[O:2].[OH-].[Na+]. The catalyst is O1CCOCC1. The product is [CH:1]([C:3]1[CH:4]=[C:5]([CH:15]=[CH:16][CH:17]=1)[O:6][C:7]([CH3:14])([CH3:13])[C:8]([OH:10])=[O:9])=[O:2]. The yield is 0.950. (4) The reactants are [Na:1].N1C(N)=C2C(N(C([C@@H]([C@H](CO)OCP(O)(O)=O)O)=O)C=N2)=NC=1.[N:25]1([C:33]([C@@H:35]([C@H:37]([CH2:50][OH:51])[O:38][CH2:39][P:40]([O:46]C(C)C)([O:42]C(C)C)=[O:41])[OH:36])=[O:34])[CH:32]=[CH:31][C:29](=[O:30])[NH:28][C:26]1=[O:27]. No catalyst specified. The product is [Na:1].[N:25]1([C:33]([C@@H:35]([C@H:37]([CH2:50][OH:51])[O:38][CH2:39][P:40]([OH:42])([OH:46])=[O:41])[OH:36])=[O:34])[CH:32]=[CH:31][C:29](=[O:30])[NH:28][C:26]1=[O:27]. The yield is 0.490. (5) The reactants are Cl.[NH2:2][OH:3].N1C=CC=CC=1.[CH:10]([C:12]1[S:16][C:15]([C:17]([O:19][CH3:20])=[O:18])=[CH:14][CH:13]=1)=O. The catalyst is CCO. The product is [OH:3][N:2]=[CH:10][C:12]1[S:16][C:15]([C:17]([O:19][CH3:20])=[O:18])=[CH:14][CH:13]=1. The yield is 0.600. (6) The reactants are [C:1]1([C:3](=[CH:5][CH:6]=[CH:7][CH:8]=1)[OH:4])[OH:2].CO[C:11](OC)([CH3:13])[CH3:12].C([O-])(O)=O.[Na+]. The catalyst is C1(C)C=CC=CC=1.CC1C=CC(S(O)(=O)=O)=CC=1. The product is [CH3:12][C:11]1([CH3:13])[O:4][C:3]2[CH:5]=[CH:6][CH:7]=[CH:8][C:1]=2[O:2]1. The yield is 0.170.